This data is from Full USPTO retrosynthesis dataset with 1.9M reactions from patents (1976-2016). The task is: Predict the reactants needed to synthesize the given product. (1) Given the product [C:1]([O:5][C:6]([N:8]1[CH2:12][CH2:11][CH2:10][C@H:9]1[CH2:13][O:14][C:21]1[CH:26]=[CH:25][C:24]([N+:27]([O-:29])=[O:28])=[CH:23][CH:22]=1)=[O:7])([CH3:4])([CH3:3])[CH3:2], predict the reactants needed to synthesize it. The reactants are: [C:1]([O:5][C:6]([N:8]1[CH2:12][CH2:11][CH2:10][C@H:9]1[CH2:13][OH:14])=[O:7])([CH3:4])([CH3:3])[CH3:2].[Li]CCCC.F[C:21]1[CH:26]=[CH:25][C:24]([N+:27]([O-:29])=[O:28])=[CH:23][CH:22]=1.O. (2) Given the product [Cl:1][C:2]1[CH:3]=[C:4]([CH:16]=[CH:17][CH:18]=1)[C:5]([NH:7][C:8]1[CH:13]=[CH:12][C:11]([CH3:14])=[C:10]([O:15][CH2:26][C:27]2[C:35]3[C:30](=[N:31][CH:32]=[N:33][C:34]=3[Cl:36])[N:29]([CH3:37])[N:28]=2)[CH:9]=1)=[O:6], predict the reactants needed to synthesize it. The reactants are: [Cl:1][C:2]1[CH:3]=[C:4]([CH:16]=[CH:17][CH:18]=1)[C:5]([NH:7][C:8]1[CH:13]=[CH:12][C:11]([CH3:14])=[C:10]([OH:15])[CH:9]=1)=[O:6].C(=O)([O-])[O-].[K+].[K+].Br[CH2:26][C:27]1[C:35]2[C:30](=[N:31][CH:32]=[N:33][C:34]=2[Cl:36])[N:29]([CH3:37])[N:28]=1.